Dataset: Reaction yield outcomes from USPTO patents with 853,638 reactions. Task: Predict the reaction yield, written as a fraction of the theoretical maximum amount of product (1.0 means a 100% yield; for example, 0.34 means a 34% yield). The reactants are Br.[F:2][C:3]1[CH:16]=[CH:15][C:6]([C:7]([CH:9]2[CH2:14][CH2:13][NH:12][CH2:11][CH2:10]2)=[O:8])=[CH:5][CH:4]=1.Br[CH2:18][CH2:19][CH2:20][OH:21].C(=O)([O-])[O-].[K+].[K+]. The catalyst is CN(C=O)C.O. The product is [F:2][C:3]1[CH:4]=[CH:5][C:6]([C:7]([CH:9]2[CH2:14][CH2:13][N:12]([CH2:18][CH2:19][CH2:20][OH:21])[CH2:11][CH2:10]2)=[O:8])=[CH:15][CH:16]=1. The yield is 0.470.